Dataset: Blood-brain barrier penetration binary classification data from Martins et al.. Task: Regression/Classification. Given a drug SMILES string, predict its absorption, distribution, metabolism, or excretion properties. Task type varies by dataset: regression for continuous measurements (e.g., permeability, clearance, half-life) or binary classification for categorical outcomes (e.g., BBB penetration, CYP inhibition). Dataset: bbb_martins. (1) The molecule is CN1C(=O)CC(=O)N(c2ccccc2)c2cc(C(F)(F)F)ccc21. The result is 1 (penetrates BBB). (2) The compound is NS(=O)(=O)c1cc(C2(O)NC(=O)c3ccccc32)ccc1Cl. The result is 0 (does not penetrate BBB). (3) The drug is CCN1CCCC1CNC(=O)c1cc(S(=O)(=O)CC)ccc1OC. The result is 1 (penetrates BBB).